From a dataset of NCI-60 drug combinations with 297,098 pairs across 59 cell lines. Regression. Given two drug SMILES strings and cell line genomic features, predict the synergy score measuring deviation from expected non-interaction effect. (1) Drug 1: CN1C2=C(C=C(C=C2)N(CCCl)CCCl)N=C1CCCC(=O)O.Cl. Drug 2: CS(=O)(=O)OCCCCOS(=O)(=O)C. Cell line: SN12C. Synergy scores: CSS=7.09, Synergy_ZIP=-4.91, Synergy_Bliss=-7.21, Synergy_Loewe=-2.63, Synergy_HSA=-3.12. (2) Drug 1: CC1C(C(CC(O1)OC2CC(CC3=C2C(=C4C(=C3O)C(=O)C5=C(C4=O)C(=CC=C5)OC)O)(C(=O)CO)O)N)O.Cl. Drug 2: CCN(CC)CCCC(C)NC1=C2C=C(C=CC2=NC3=C1C=CC(=C3)Cl)OC. Cell line: MALME-3M. Synergy scores: CSS=4.05, Synergy_ZIP=0.194, Synergy_Bliss=6.50, Synergy_Loewe=2.02, Synergy_HSA=2.92.